This data is from Forward reaction prediction with 1.9M reactions from USPTO patents (1976-2016). The task is: Predict the product of the given reaction. (1) Given the reactants Cl[C:2]1[N:7]=[C:6]([C:8]2[N:12]3[CH:13]=[CH:14][CH:15]=[C:16]([F:17])[C:11]3=[N:10][C:9]=2[C:18]2[CH:19]=[C:20]([CH:32]=[CH:33][CH:34]=2)[C:21]([NH:23][C:24]2[C:29]([F:30])=[CH:28][CH:27]=[CH:26][C:25]=2[F:31])=[O:22])[CH:5]=[CH:4][N:3]=1.[N:35]1([CH:41]2[CH2:46][CH2:45][N:44]([C:47]3[CH:53]=[CH:52][C:50]([NH2:51])=[C:49]([O:54][CH3:55])[CH:48]=3)[CH2:43][CH2:42]2)[CH2:40][CH2:39][CH2:38][CH2:37][CH2:36]1.O.C1(C)C=CC(S(O)(=O)=O)=CC=1.C[O-].[Na+], predict the reaction product. The product is: [N:35]1([CH:41]2[CH2:46][CH2:45][N:44]([C:47]3[CH:53]=[CH:52][C:50]([NH:51][C:2]4[N:7]=[C:6]([C:8]5[N:12]6[CH:13]=[CH:14][CH:15]=[C:16]([F:17])[C:11]6=[N:10][C:9]=5[C:18]5[CH:19]=[C:20]([CH:32]=[CH:33][CH:34]=5)[C:21]([NH:23][C:24]5[C:29]([F:30])=[CH:28][CH:27]=[CH:26][C:25]=5[F:31])=[O:22])[CH:5]=[CH:4][N:3]=4)=[C:49]([O:54][CH3:55])[CH:48]=3)[CH2:43][CH2:42]2)[CH2:40][CH2:39][CH2:38][CH2:37][CH2:36]1. (2) Given the reactants [S:1]1(=O)[CH2:5][CH2:4][CH2:3][CH2:2]1.ClCCl.FC(F)(F)C(OC(=O)C(F)(F)F)=O.[Cl:23][C:24]1[C:29]2[O:30][CH2:31][O:32][C:28]=2[CH:27]=[C:26]([C:33]2[C:37]([C:38]([F:41])([F:40])[F:39])=[N:36][N:35]([C:42]3[N:47]=[CH:46][CH:45]=[CH:44][N:43]=3)[C:34]=2[NH2:48])[CH:25]=1, predict the reaction product. The product is: [Cl:23][C:24]1[C:29]2[O:30][CH2:31][O:32][C:28]=2[CH:27]=[C:26]([C:33]2[C:37]([C:38]([F:41])([F:39])[F:40])=[N:36][N:35]([C:42]3[N:47]=[CH:46][CH:45]=[CH:44][N:43]=3)[C:34]=2[N:48]=[S:1]2[CH2:5][CH2:4][CH2:3][CH2:2]2)[CH:25]=1. (3) The product is: [CH2:1]([O:3][C:4]([N:6]1[CH2:12][CH2:11][C:10]2[CH:13]=[C:14]([C:18](=[O:19])[C:17]([CH3:22])([CH3:21])[CH3:16])[S:15][C:9]=2[CH2:8][CH2:7]1)=[O:5])[CH3:2]. Given the reactants [CH2:1]([O:3][C:4]([N:6]1[CH2:12][CH2:11][C:10]2[CH:13]=[CH:14][S:15][C:9]=2[CH2:8][CH2:7]1)=[O:5])[CH3:2].[CH3:16][C:17]([CH3:22])([CH3:21])[C:18](Cl)=[O:19].[Al+3].[Cl-].[Cl-].[Cl-], predict the reaction product.